From a dataset of TCR-epitope binding with 47,182 pairs between 192 epitopes and 23,139 TCRs. Binary Classification. Given a T-cell receptor sequence (or CDR3 region) and an epitope sequence, predict whether binding occurs between them. (1) The epitope is LLLGIGILV. The TCR CDR3 sequence is CASSYSGAGQPQHF. Result: 0 (the TCR does not bind to the epitope). (2) The epitope is IVTDFSVIK. The TCR CDR3 sequence is CASSQGPGTVHEKLFF. Result: 1 (the TCR binds to the epitope). (3) The epitope is AVFDRKSDAK. The TCR CDR3 sequence is CASSYLTGTSGEQFF. Result: 1 (the TCR binds to the epitope). (4) The epitope is TFYLTNDVSFL. The TCR CDR3 sequence is CASSLVAGQIITDTQYF. Result: 0 (the TCR does not bind to the epitope). (5) The epitope is LLQTGIHVRVSQPSL. The TCR CDR3 sequence is CASSPSSRDTGELFF. Result: 0 (the TCR does not bind to the epitope). (6) The epitope is MPASWVMRI. The TCR CDR3 sequence is CASSSLAGGTRTQYF. Result: 1 (the TCR binds to the epitope). (7) The epitope is SEPVLKGVKL. The TCR CDR3 sequence is CASSLGQGYTEAFF. Result: 1 (the TCR binds to the epitope). (8) The TCR CDR3 sequence is CASSSAQSSFSYEQYF. Result: 1 (the TCR binds to the epitope). The epitope is KLPDDFTGCV. (9) The epitope is GLNKIVRMY. The TCR CDR3 sequence is CASSLPSRQSFSYEQYF. Result: 0 (the TCR does not bind to the epitope).